Predict the product of the given reaction. From a dataset of Forward reaction prediction with 1.9M reactions from USPTO patents (1976-2016). (1) Given the reactants [CH2:1]([O:4][C:5]1[CH:10]=[C:9]([CH3:11])[CH:8]=[CH:7][C:6]=1[C:12]1[O:16][N:15]=[CH:14][CH:13]=1)[CH:2]=[CH2:3].[O-]CC.[Na+].Cl, predict the reaction product. The product is: [CH2:1]([O:4][C:5]1[CH:10]=[C:9]([CH3:11])[CH:8]=[CH:7][C:6]=1[C:12](=[O:16])[CH2:13][C:14]#[N:15])[CH:2]=[CH2:3]. (2) Given the reactants [CH3:1][N:2]([CH3:29])[CH2:3][CH2:4][O:5][C:6]1[C:11]([O:12][CH2:13][CH2:14][O:15][C:16]2[C:21]([N:22]3[CH2:27][CH2:26][NH:25][CH2:24][C@H:23]3[CH3:28])=[N:20][CH:19]=[CH:18][N:17]=2)=[CH:10][CH:9]=[CH:8][N:7]=1.[C:30](O[BH-](OC(=O)C)OC(=O)C)(=O)C.[Na+].C=O.[OH-].[Na+], predict the reaction product. The product is: [CH3:1][N:2]([CH3:29])[CH2:3][CH2:4][O:5][C:6]1[C:11]([O:12][CH2:13][CH2:14][O:15][C:16]2[C:21]([N:22]3[CH2:27][CH2:26][N:25]([CH3:30])[CH2:24][C@H:23]3[CH3:28])=[N:20][CH:19]=[CH:18][N:17]=2)=[CH:10][CH:9]=[CH:8][N:7]=1. (3) The product is: [N+:24]([C:17]1[C:16]([NH:14][C:3]2[CH:2]=[CH:1][C:9]3[C:8]4[CH:10]=[CH:11][CH:12]=[CH:13][C:7]=4[O:6][C:5]=3[CH:4]=2)=[CH:23][CH:22]=[CH:21][C:18]=1[C:19]#[N:20])([O-:26])=[O:25]. Given the reactants [CH:1]1[C:9]2[C:8]3[CH:10]=[CH:11][CH:12]=[CH:13][C:7]=3[O:6][C:5]=2[CH:4]=[C:3]([NH2:14])[CH:2]=1.F[C:16]1[C:17]([N+:24]([O-:26])=[O:25])=[C:18]([CH:21]=[CH:22][CH:23]=1)[C:19]#[N:20].C(N(CC)C(C)C)(C)C, predict the reaction product.